This data is from Forward reaction prediction with 1.9M reactions from USPTO patents (1976-2016). The task is: Predict the product of the given reaction. (1) Given the reactants [CH2:1]([N:8]1[CH:12]=[C:11]([CH:13]([CH:15]2[CH2:20][CH2:19][CH2:18][CH2:17][CH2:16]2)O)[C:10]([CH3:21])=[N:9]1)[C:2]1[CH:7]=[CH:6][CH:5]=[CH:4][CH:3]=1.[NH2:22][C:23]1[CH:28]=[CH:27][C:26]([C:29]([NH:31][CH2:32][CH2:33][C:34]([O:36]CC)=[O:35])=[O:30])=[CH:25][CH:24]=1, predict the reaction product. The product is: [CH2:1]([N:8]1[CH:12]=[C:11]([CH:13]([NH:22][C:23]2[CH:24]=[CH:25][C:26]([C:29]([NH:31][CH2:32][CH2:33][C:34]([OH:36])=[O:35])=[O:30])=[CH:27][CH:28]=2)[CH:15]2[CH2:20][CH2:19][CH2:18][CH2:17][CH2:16]2)[C:10]([CH3:21])=[N:9]1)[C:2]1[CH:7]=[CH:6][CH:5]=[CH:4][CH:3]=1. (2) Given the reactants C(O)(C(F)(F)F)=O.[N:8]1[CH:13]=[CH:12][CH:11]=[N:10][C:9]=1[C:14]1[O:22][C:17]2=[CH:18][N:19]=[CH:20][CH:21]=[C:16]2[C:15]=1[NH:23][C:24]1[CH:32]=[C:31]2[C:27]([CH:28]=[N:29][N:30]2C(OC(C)(C)C)=O)=[CH:26][CH:25]=1, predict the reaction product. The product is: [N:10]1[CH:11]=[CH:12][CH:13]=[N:8][C:9]=1[C:14]1[O:22][C:17]2=[CH:18][N:19]=[CH:20][CH:21]=[C:16]2[C:15]=1[NH:23][C:24]1[CH:32]=[C:31]2[C:27]([CH:28]=[N:29][NH:30]2)=[CH:26][CH:25]=1. (3) Given the reactants [Cl:1][C:2]1[CH:7]=[CH:6][C:5]([Cl:8])=[CH:4][C:3]=1[C:9]1[N:10]([C:15]2[C:20]([N+:21]([O-])=O)=[CH:19][CH:18]=[C:17]([N:24]3[CH:28]=[C:27]([CH3:29])[N:26]=[C:25]3[C:30]3[CH:35]=[C:34]([Cl:36])[CH:33]=[CH:32][C:31]=3[Cl:37])[N:16]=2)[CH:11]=[C:12]([CH3:14])[N:13]=1.CO.O.NN, predict the reaction product. The product is: [NH2:21][C:20]1[C:15]([N:10]2[CH:11]=[C:12]([CH3:14])[N:13]=[C:9]2[C:3]2[CH:4]=[C:5]([Cl:8])[CH:6]=[CH:7][C:2]=2[Cl:1])=[N:16][C:17]([N:24]2[CH:28]=[C:27]([CH3:29])[N:26]=[C:25]2[C:30]2[CH:35]=[C:34]([Cl:36])[CH:33]=[CH:32][C:31]=2[Cl:37])=[CH:18][CH:19]=1. (4) Given the reactants C([Mg]Cl)(C)C.[NH:6]1[CH:10]=[CH:9][CH:8]=[C:7]1[CH2:11][C:12]1[CH:21]=[CH:20][C:15]([C:16]([O:18][CH3:19])=[O:17])=[CH:14][CH:13]=1.[F:22][CH:23]([F:40])[O:24][C:25]1[CH:39]=[CH:38][C:28]([C:29](=[O:37])SC2C=CC=CN=2)=[CH:27][CH:26]=1, predict the reaction product. The product is: [F:22][CH:23]([F:40])[O:24][C:25]1[CH:26]=[CH:27][C:28]([C:29]([C:10]2[NH:6][C:7]([CH2:11][C:12]3[CH:21]=[CH:20][C:15]([C:16]([O:18][CH3:19])=[O:17])=[CH:14][CH:13]=3)=[CH:8][CH:9]=2)=[O:37])=[CH:38][CH:39]=1. (5) Given the reactants [F:1][C:2]1[C:3]([C:17]2[S:21][C:20]3[C:22](B4OC(C)(C)C(C)(C)O4)=[CH:23][CH:24]=[CH:25][C:19]=3[CH:18]=2)=[N:4][C:5]([NH:8][CH2:9][CH2:10][N:11]2[CH2:15][CH2:14][NH:13][C:12]2=[O:16])=[N:6][CH:7]=1.[F:35][C:36]1[CH:41]=[C:40](I)[C:39]([CH2:43][F:44])=[CH:38][N:37]=1.P([O-])([O-])([O-])=O.[K+].[K+].[K+], predict the reaction product. The product is: [F:1][C:2]1[C:3]([C:17]2[S:21][C:20]3[C:22]([C:40]4[C:39]([CH2:43][F:44])=[CH:38][N:37]=[C:36]([F:35])[CH:41]=4)=[CH:23][CH:24]=[CH:25][C:19]=3[CH:18]=2)=[N:4][C:5]([NH:8][CH2:9][CH2:10][N:11]2[CH2:15][CH2:14][NH:13][C:12]2=[O:16])=[N:6][CH:7]=1.